The task is: Predict the reaction yield, written as a fraction of the theoretical maximum amount of product (1.0 means a 100% yield; for example, 0.34 means a 34% yield).. This data is from Reaction yield outcomes from USPTO patents with 853,638 reactions. (1) The reactants are Br.[NH2:2][C@@H:3]([CH2:15][C:16]1[CH:21]=[CH:20][CH:19]=[CH:18][CH:17]=1)[C@H:4]([CH2:8][C:9]1[CH:14]=[CH:13][CH:12]=[CH:11][CH:10]=1)[C:5]([OH:7])=[S:6].CC1CO1. The catalyst is C(O)C. The product is [NH2:2][C@@H:3]([CH2:15][C:16]1[CH:21]=[CH:20][CH:19]=[CH:18][CH:17]=1)[C@H:4]([CH2:8][C:9]1[CH:10]=[CH:11][CH:12]=[CH:13][CH:14]=1)[C:5]([OH:7])=[S:6]. The yield is 0.650. (2) The reactants are [OH:1][CH:2]1[CH2:7][CH2:6][N:5]([C:8]2[CH:9]=[N:10][C:11]3[C:16]([CH:17]=2)=[CH:15][C:14]([S:18][C:19]2[N:23]4[CH:24]=[C:25]([C:28](=O)[CH3:29])[CH:26]=[CH:27][C:22]4=[N:21][N:20]=2)=[CH:13][CH:12]=3)[CH2:4][CH2:3]1.[NH2:31][O:32][CH2:33][CH2:34][OH:35].Cl. The catalyst is CO. The product is [OH:35][CH2:34][CH2:33][O:32]/[N:31]=[C:28](/[C:25]1[CH:26]=[CH:27][C:22]2[N:23]([C:19]([S:18][C:14]3[CH:15]=[C:16]4[C:11](=[CH:12][CH:13]=3)[N:10]=[CH:9][C:8]([N:5]3[CH2:6][CH2:7][CH:2]([OH:1])[CH2:3][CH2:4]3)=[CH:17]4)=[N:20][N:21]=2)[CH:24]=1)\[CH3:29]. The yield is 0.694. (3) The reactants are [NH2:1][C:2]1[CH:7]=[CH:6][C:5]([C:8]2[N:9]([CH:22]3[CH2:25][CH2:24][CH2:23]3)[C:10]3[C:15]([C:16]=2[C:17]#[N:18])=[CH:14][CH:13]=[C:12]([O:19][CH2:20][CH3:21])[CH:11]=3)=[CH:4][CH:3]=1.Cl[C:27](OC1C=CC([N+]([O-])=O)=CC=1)=[O:28].N1C=CC=CC=1.[CH2:45]([CH2:47][NH2:48])[OH:46]. The catalyst is C(Cl)Cl. The yield is 0.800. The product is [C:17]([C:16]1[C:15]2[C:10](=[CH:11][C:12]([O:19][CH2:20][CH3:21])=[CH:13][CH:14]=2)[N:9]([CH:22]2[CH2:23][CH2:24][CH2:25]2)[C:8]=1[C:5]1[CH:4]=[CH:3][C:2]([NH:1][C:27]([NH:48][CH2:47][CH2:45][OH:46])=[O:28])=[CH:7][CH:6]=1)#[N:18]. (4) The reactants are [C:1]([C:5]1[CH:9]=[C:8]([NH:10][C:11]([NH:13][C:14]2[CH:19]=[CH:18][C:17]([Cl:20])=[CH:16][CH:15]=2)=[O:12])[N:7]([C:21]2[CH:22]=[C:23]([CH:29]=[CH:30][CH:31]=2)C(OCC)=O)[N:6]=1)([CH3:4])([CH3:3])[CH3:2].C[Mg]Br.[C:35]1([CH3:41])C=CC=C[CH:36]=1.C1C[O:45]CC1. The catalyst is C1COCC1. The product is [C:1]([C:5]1[CH:9]=[C:8]([NH:10][C:11]([NH:13][C:14]2[CH:15]=[CH:16][C:17]([Cl:20])=[CH:18][CH:19]=2)=[O:12])[N:7]([C:21]2[CH:31]=[CH:30][CH:29]=[C:23]([C:35]([OH:45])([CH3:41])[CH3:36])[CH:22]=2)[N:6]=1)([CH3:4])([CH3:3])[CH3:2]. The yield is 0.810. (5) The reactants are [CH3:1][O:2][C:3](=[O:51])[CH2:4][C@H:5]([O:43][Si](C(C)(C)C)(C)C)[CH2:6][C:7](=[O:42])[CH:8]=[CH:9][C:10]1[N:11]([CH:39]([CH3:41])[CH3:40])[C:12]([C:28](=[O:38])[NH:29][CH2:30][C:31]2[CH:36]=[CH:35][C:34]([F:37])=[CH:33][CH:32]=2)=[C:13]([C:22]2[CH:27]=[CH:26][CH:25]=[CH:24][CH:23]=2)[C:14]=1[C:15]1[CH:20]=[CH:19][C:18]([F:21])=[CH:17][CH:16]=1.F. The catalyst is C(#N)C. The product is [CH3:1][O:2][C:3](=[O:51])[CH2:4][C@H:5]([OH:43])[CH2:6][C:7](=[O:42])[CH:8]=[CH:9][C:10]1[N:11]([CH:39]([CH3:40])[CH3:41])[C:12]([C:28](=[O:38])[NH:29][CH2:30][C:31]2[CH:36]=[CH:35][C:34]([F:37])=[CH:33][CH:32]=2)=[C:13]([C:22]2[CH:27]=[CH:26][CH:25]=[CH:24][CH:23]=2)[C:14]=1[C:15]1[CH:16]=[CH:17][C:18]([F:21])=[CH:19][CH:20]=1. The yield is 1.00. (6) The reactants are [C:1]([CH:3]1[C:22](=[O:23])[C@@H:21]([CH3:24])[C@@H:6]2[CH2:7][CH2:8][C:9]3[CH:10]=[N:11][C:12]([C:15]4[CH:20]=[CH:19][CH:18]=[CH:17][CH:16]=4)=[N:13][C:14]=3[C@@:5]2([C:25]2[CH:26]=[C:27]([CH:32]=[CH:33][CH:34]=2)[C:28]([O:30][CH3:31])=[O:29])[CH2:4]1)#[N:2].BrN1C(C)(C)C(=O)N(Br)C1=O.N1C=CC=CC=1. The catalyst is CN(C)C=O.O. The product is [C:1]([C:3]1[C:22](=[O:23])[C@@H:21]([CH3:24])[C@@H:6]2[CH2:7][CH2:8][C:9]3[CH:10]=[N:11][C:12]([C:15]4[CH:16]=[CH:17][CH:18]=[CH:19][CH:20]=4)=[N:13][C:14]=3[C@@:5]2([C:25]2[CH:26]=[C:27]([CH:32]=[CH:33][CH:34]=2)[C:28]([O:30][CH3:31])=[O:29])[CH:4]=1)#[N:2]. The yield is 0.430. (7) The reactants are NN.[OH-].[K+].[CH2:5]([C:7]1[O:8][C:9]2[CH:15]=[CH:14][C:13](OC)=[CH:12][C:10]=2[CH:11]=1)[CH3:6].C(C1OC2C=C(OC)C=CC=2C=1)C.C(C1OC2C(OC)=CC=CC=2C=1)C. No catalyst specified. The product is [CH2:5]([C:7]1[O:8][C:9]2[CH:15]=[CH:14][CH:13]=[CH:12][C:10]=2[CH:11]=1)[CH3:6]. The yield is 0.550. (8) The reactants are ClC1C(Cl)=CC=CC=1NC([O:12][CH2:13][CH2:14][N:15]1[C:19]([NH:20][C:21]([NH:23][C:24]2[CH:29]=[CH:28][CH:27]=[C:26]([Cl:30])[C:25]=2[Cl:31])=[O:22])=[CH:18][C:17]([C:32]([CH3:35])([CH3:34])[CH3:33])=[N:16]1)=O.[OH-].[Na+].Cl. The catalyst is CCO.CCOC(C)=O. The product is [OH:12][CH2:13][CH2:14][N:15]1[C:19]([NH:20][C:21]([NH:23][C:24]2[CH:29]=[CH:28][CH:27]=[C:26]([Cl:30])[C:25]=2[Cl:31])=[O:22])=[CH:18][C:17]([C:32]([CH3:35])([CH3:34])[CH3:33])=[N:16]1. The yield is 0.640.